From a dataset of Full USPTO retrosynthesis dataset with 1.9M reactions from patents (1976-2016). Predict the reactants needed to synthesize the given product. (1) Given the product [F:21][C:17]1[C:18]([F:20])=[CH:19][N:15]([C:13]2[CH:12]=[CH:11][C:10]([N:22]3[CH:27]=[C:26]([O:28][CH3:29])[C:25](=[O:30])[C:24]([C:31]4[N:35]([C:36]5[CH:41]=[CH:40][CH:39]=[CH:38][CH:37]=5)[N:34]=[CH:33][CH:32]=4)=[N:23]3)=[C:9]([OH:8])[CH:14]=2)[CH:16]=1, predict the reactants needed to synthesize it. The reactants are: C([O:8][C:9]1[CH:14]=[C:13]([N:15]2[CH:19]=[C:18]([F:20])[C:17]([F:21])=[CH:16]2)[CH:12]=[CH:11][C:10]=1[N:22]1[CH:27]=[C:26]([O:28][CH3:29])[C:25](=[O:30])[C:24]([C:31]2[N:35]([C:36]3[CH:41]=[CH:40][CH:39]=[CH:38][CH:37]=3)[N:34]=[CH:33][CH:32]=2)=[N:23]1)C1C=CC=CC=1. (2) Given the product [CH3:22][O:21][C:19](=[O:20])[CH2:23][CH2:24][C:25]([NH:1][C:2]1[CH:3]=[CH:4][C:5]([C:6]([NH:8][NH:9][C:10]([O:12][C:13]([CH3:15])([CH3:14])[CH3:16])=[O:11])=[O:7])=[CH:17][CH:18]=1)=[O:26], predict the reactants needed to synthesize it. The reactants are: [NH2:1][C:2]1[CH:18]=[CH:17][C:5]([C:6]([NH:8][NH:9][C:10]([O:12][C:13]([CH3:16])([CH3:15])[CH3:14])=[O:11])=[O:7])=[CH:4][CH:3]=1.[C:19]([CH2:23][CH2:24][C:25](Cl)=[O:26])([O:21][CH3:22])=[O:20]. (3) Given the product [Br:1][C:2]1[CH:7]=[CH:6][C:5]([O:8][CH2:18][C:19]2[CH:24]=[CH:23][CH:22]=[CH:21][CH:20]=2)=[C:4]([N+:9]([O-:11])=[O:10])[CH:3]=1, predict the reactants needed to synthesize it. The reactants are: [Br:1][C:2]1[CH:7]=[CH:6][C:5]([OH:8])=[C:4]([N+:9]([O-:11])=[O:10])[CH:3]=1.C(=O)([O-])[O-].[K+].[K+].[CH2:18](Br)[C:19]1[CH:24]=[CH:23][CH:22]=[CH:21][CH:20]=1. (4) Given the product [ClH:36].[ClH:36].[NH:42]1[CH:41]=[C:40]([CH2:39][CH2:38][NH:37][C:17](=[O:19])[C:16]2[CH:20]=[CH:21][CH:22]=[CH:23][C:15]=2[O:14][C:12]2[CH:11]=[CH:10][N:9]=[C:8]([NH:7][C:4]3[S:5][CH:6]=[C:2]([CH3:1])[N:3]=3)[CH:13]=2)[N:44]=[CH:43]1, predict the reactants needed to synthesize it. The reactants are: [CH3:1][C:2]1[N:3]=[C:4]([NH:7][C:8]2[CH:13]=[C:12]([O:14][C:15]3[CH:23]=[CH:22][CH:21]=[CH:20][C:16]=3[C:17]([OH:19])=O)[CH:11]=[CH:10][N:9]=2)[S:5][CH:6]=1.C(N(CC)CC)C.C([Cl:36])(=O)OCC.[NH2:37][CH2:38][CH2:39][C:40]1[N:44]=[CH:43][NH:42][CH:41]=1. (5) Given the product [N+:11]([C:8]1[CH:9]=[C:10]2[C:5](=[CH:6][CH:7]=1)[N:4]([CH2:14][O:15][CH2:16][CH2:17][Si:18]([CH3:21])([CH3:20])[CH3:19])[N:3]=[C:2]2[S:27][C:23]1[CH:31]=[CH:22][CH:26]=[CH:25][CH:24]=1)([O-:13])=[O:12], predict the reactants needed to synthesize it. The reactants are: I[C:2]1[C:10]2[C:5](=[CH:6][CH:7]=[C:8]([N+:11]([O-:13])=[O:12])[CH:9]=2)[N:4]([CH2:14][O:15][CH2:16][CH2:17][Si:18]([CH3:21])([CH3:20])[CH3:19])[N:3]=1.[S:22]1[CH:26]=[CH:25][CH:24]=[C:23]1[C:27]([O-])=O.[Na+].[CH3:31]C1C=CC(P(C2C=CC3C(=CC=CC=3)C=2C2C3C(=CC=CC=3)C=CC=2P(C2C=CC(C)=CC=2)C2C=CC(C)=CC=2)C2C=CC(C)=CC=2)=CC=1.CC(C)([O-])C.[Na+]. (6) Given the product [CH3:32][O:31][C:9]1[C:10]2[C:11](=[O:30])[N:12]([CH2:21][C:22](=[O:29])[C:23]3[CH:24]=[CH:25][CH:26]=[CH:27][CH:28]=3)[C:13]3[CH:14]=[CH:15][CH:16]=[CH:17][C:18]=3[C:19]=2[S:20][C:8]=1[C:6]([NH:5][CH2:4][CH2:3][NH:2][CH:34]([CH3:36])[CH3:33])=[O:7], predict the reactants needed to synthesize it. The reactants are: Cl.[NH2:2][CH2:3][CH2:4][NH:5][C:6]([C:8]1[S:20][C:19]2[C:18]3[CH:17]=[CH:16][CH:15]=[CH:14][C:13]=3[N:12]([CH2:21][C:22](=[O:29])[C:23]3[CH:28]=[CH:27][CH:26]=[CH:25][CH:24]=3)[C:11](=[O:30])[C:10]=2[C:9]=1[O:31][CH3:32])=[O:7].[CH3:33][C:34]([CH3:36])=O.CN(C=O)C.C([BH3-])#N.[Na+]. (7) Given the product [Br:1][C:2]1[CH:3]=[C:4]([O:27][CH:28]([CH3:30])[CH3:29])[C:5]([CH3:26])=[C:6]2[C:25]=1[CH:20]=[CH:19][N:8]=[CH:7]2, predict the reactants needed to synthesize it. The reactants are: [Br:1][C:2]1[CH:3]=[C:4]([O:27][CH:28]([CH3:30])[CH3:29])[C:5]([CH3:26])=[C:6]([CH:25]=1)[CH2:7][N:8]([CH2:19][CH:20](OC)OC)S(C1C=CC(C)=CC=1)(=O)=O.